Dataset: Full USPTO retrosynthesis dataset with 1.9M reactions from patents (1976-2016). Task: Predict the reactants needed to synthesize the given product. (1) Given the product [O:41]1[CH2:42][CH2:43][N:38]([C:35]2[CH:34]=[CH:33][C:32]([C:30]3[NH:29][C:25]4=[N:26][CH:27]=[CH:28][C:23]([C:21]5[CH:20]=[CH:19][C:4]([O:5][CH:6]6[CH2:11][CH2:10][NH:9][CH2:8][CH2:7]6)=[C:3]([CH:22]=5)[C:1]#[N:2])=[C:24]4[N:31]=3)=[CH:37][CH:36]=2)[CH2:39][CH2:40]1, predict the reactants needed to synthesize it. The reactants are: [C:1]([C:3]1[CH:22]=[C:21]([C:23]2[CH:28]=[CH:27][N:26]=[C:25]3[N:29](S(C4C=CC=CC=4)(=O)=O)[C:30]([C:32]4[CH:37]=[CH:36][C:35]([N:38]5[CH2:43][CH2:42][O:41][CH2:40][CH2:39]5)=[CH:34][CH:33]=4)=[N:31][C:24]=23)[CH:20]=[CH:19][C:4]=1[O:5][CH:6]1[CH2:11][CH2:10][N:9](C(OC(C)(C)C)=O)[CH2:8][CH2:7]1)#[N:2].Cl. (2) The reactants are: [CH2:1]([NH2:7])[CH2:2][CH2:3][CH2:4][CH2:5][NH2:6].[C:8]([OH:17])(=[O:16])[CH2:9][CH2:10][CH2:11][CH2:12][C:13]([OH:15])=[O:14]. Given the product [C:8]([OH:17])(=[O:16])[CH2:9][CH2:10][CH2:11][CH2:12][C:13]([OH:15])=[O:14].[CH2:1]([NH2:7])[CH2:2][CH2:3][CH2:4][CH2:5][NH2:6], predict the reactants needed to synthesize it. (3) Given the product [Cl:6][C:7]1[CH:12]=[C:11]([O:13][CH2:14][CH:15]=[C:16]([Cl:18])[Cl:17])[CH:10]=[C:9]([Cl:19])[C:8]=1[O:20][CH2:2][CH2:3][CH2:4][OH:5], predict the reactants needed to synthesize it. The reactants are: Br[CH2:2][CH2:3][CH2:4][OH:5].[Cl:6][C:7]1[CH:12]=[C:11]([O:13][CH2:14][CH:15]=[C:16]([Cl:18])[Cl:17])[CH:10]=[C:9]([Cl:19])[C:8]=1[OH:20].O.[OH-].[Li+].S(=O)(=O)(O)O. (4) Given the product [Cl:1][C:2]1[CH:7]=[C:6]([F:8])[CH:5]=[CH:4][C:3]=1[S:9]([NH:12][C@@H:13]([C:25]([O:27][CH3:29])=[O:26])[CH2:14][CH2:15][CH2:16][NH:17][C:18]([O:20][C:21]([CH3:22])([CH3:23])[CH3:24])=[O:19])(=[O:10])=[O:11], predict the reactants needed to synthesize it. The reactants are: [Cl:1][C:2]1[CH:7]=[C:6]([F:8])[CH:5]=[CH:4][C:3]=1[S:9]([NH:12][C@@H:13]([C:25]([OH:27])=[O:26])[CH2:14][CH2:15][CH2:16][NH:17][C:18]([O:20][C:21]([CH3:24])([CH3:23])[CH3:22])=[O:19])(=[O:11])=[O:10].[Si](C=[N+]=[N-])(C)(C)[CH3:29].